The task is: Predict the reaction yield, written as a fraction of the theoretical maximum amount of product (1.0 means a 100% yield; for example, 0.34 means a 34% yield).. This data is from Reaction yield outcomes from USPTO patents with 853,638 reactions. The reactants are [F-].C([N+](CCCC)(CCCC)CCCC)CCC.[O:19]([CH:27]1[CH2:32][CH2:31][N:30]([C:33]2[CH:40]=[CH:39][C:36]([C:37]#[N:38])=[CH:35][CH:34]=2)[CH2:29][CH2:28]1)[Si](C(C)(C)C)(C)C. The catalyst is C1COCC1. The product is [OH:19][CH:27]1[CH2:28][CH2:29][N:30]([C:33]2[CH:40]=[CH:39][C:36]([C:37]#[N:38])=[CH:35][CH:34]=2)[CH2:31][CH2:32]1. The yield is 0.850.